From a dataset of Peptide-MHC class I binding affinity with 185,985 pairs from IEDB/IMGT. Regression. Given a peptide amino acid sequence and an MHC pseudo amino acid sequence, predict their binding affinity value. This is MHC class I binding data. The peptide sequence is DIVKGLSGY. The MHC is HLA-A30:01 with pseudo-sequence HLA-A30:01. The binding affinity (normalized) is 0.0847.